Task: Regression. Given two drug SMILES strings and cell line genomic features, predict the synergy score measuring deviation from expected non-interaction effect.. Dataset: NCI-60 drug combinations with 297,098 pairs across 59 cell lines Drug 2: CNC(=O)C1=NC=CC(=C1)OC2=CC=C(C=C2)NC(=O)NC3=CC(=C(C=C3)Cl)C(F)(F)F. Synergy scores: CSS=35.1, Synergy_ZIP=-8.69, Synergy_Bliss=-3.59, Synergy_Loewe=-7.05, Synergy_HSA=-0.0847. Cell line: T-47D. Drug 1: CC1OCC2C(O1)C(C(C(O2)OC3C4COC(=O)C4C(C5=CC6=C(C=C35)OCO6)C7=CC(=C(C(=C7)OC)O)OC)O)O.